Dataset: Peptide-MHC class I binding affinity with 185,985 pairs from IEDB/IMGT. Task: Regression. Given a peptide amino acid sequence and an MHC pseudo amino acid sequence, predict their binding affinity value. This is MHC class I binding data. (1) The MHC is HLA-A03:01 with pseudo-sequence HLA-A03:01. The binding affinity (normalized) is 0.0847. The peptide sequence is GVWTRDGNR. (2) The peptide sequence is RTTWALCESI. The MHC is HLA-A68:02 with pseudo-sequence HLA-A68:02. The binding affinity (normalized) is 0.544. (3) The peptide sequence is GAWCYDYTV. The MHC is HLA-A26:01 with pseudo-sequence HLA-A26:01. The binding affinity (normalized) is 0.0847. (4) The peptide sequence is IDHLVSQGI. The MHC is Mamu-B01 with pseudo-sequence Mamu-B01. The binding affinity (normalized) is 0.216.